From a dataset of Full USPTO retrosynthesis dataset with 1.9M reactions from patents (1976-2016). Predict the reactants needed to synthesize the given product. Given the product [C:13]([C:7]1([C:1]2[CH:2]=[CH:3][CH:4]=[CH:5][CH:6]=2)[CH2:8][CH2:9][N:10]([C:22]([O:24][C:25]([CH3:28])([CH3:27])[CH3:26])=[O:23])[CH2:11][CH2:12]1)#[N:14], predict the reactants needed to synthesize it. The reactants are: [C:1]1([C:7]2([C:13]#[N:14])[CH2:12][CH2:11][NH:10][CH2:9][CH2:8]2)[CH:6]=[CH:5][CH:4]=[CH:3][CH:2]=1.C(N(CC)CC)C.[C:22](O[C:22]([O:24][C:25]([CH3:28])([CH3:27])[CH3:26])=[O:23])([O:24][C:25]([CH3:28])([CH3:27])[CH3:26])=[O:23].